This data is from Forward reaction prediction with 1.9M reactions from USPTO patents (1976-2016). The task is: Predict the product of the given reaction. (1) Given the reactants Cl[C:2]([C:4]1[CH:5]=[C:6]([CH:42]=[CH:43][CH:44]=1)[CH2:7][O:8][CH:9]1[CH:14]([C:15]2[CH:20]=[CH:19][C:18]([O:21][CH2:22][CH2:23][CH2:24][O:25][CH2:26][C:27]3[CH:32]=[CH:31][CH:30]=[CH:29][C:28]=3[O:33][CH3:34])=[CH:17][CH:16]=2)[CH2:13][CH2:12][N:11]([C:35]([O:37][C:38]([CH3:41])([CH3:40])[CH3:39])=[O:36])[CH2:10]1)=[O:3].[CH3:45][O:46][CH2:47][CH2:48][NH:49][CH3:50], predict the reaction product. The product is: [CH3:34][O:33][C:28]1[CH:29]=[CH:30][CH:31]=[CH:32][C:27]=1[CH2:26][O:25][CH2:24][CH2:23][CH2:22][O:21][C:18]1[CH:19]=[CH:20][C:15]([CH:14]2[CH2:13][CH2:12][N:11]([C:35]([O:37][C:38]([CH3:41])([CH3:40])[CH3:39])=[O:36])[CH2:10][CH:9]2[O:8][CH2:7][C:6]2[CH:42]=[CH:43][CH:44]=[C:4]([C:2](=[O:3])[N:49]([CH2:48][CH2:47][O:46][CH3:45])[CH3:50])[CH:5]=2)=[CH:16][CH:17]=1. (2) Given the reactants [F:1][P-:2]([F:7])([F:6])([F:5])([F:4])[F:3].[N:8]1([O:17][P+:18]([N:25]([CH3:27])[CH3:26])([N:22]([CH3:24])[CH3:23])[N:19]([CH3:21])[CH3:20])[C:12]2[CH:13]=[CH:14][CH:15]=[CH:16][C:11]=2[N:10]=[N:9]1, predict the reaction product. The product is: [F:1][P-:2]([F:7])([F:6])([F:5])([F:4])[F:3].[N:8]1([O:17][P+:18]([N:25]([CH3:27])[CH3:26])([N:19]([CH3:21])[CH3:20])[N:22]([CH3:23])[CH3:24])[C:12]2[CH:13]=[CH:14][CH:15]=[CH:16][C:11]=2[N:10]=[N:9]1.